Task: Predict the reactants needed to synthesize the given product.. Dataset: Full USPTO retrosynthesis dataset with 1.9M reactions from patents (1976-2016) (1) Given the product [CH3:19][N:16]1[CH2:17][CH2:18][CH:13]([O:12][CH:9]2[C:8]3[CH:20]=[CH:21][CH:22]=[CH:23][C:7]=3[CH2:6][CH2:5][N:4]3[C:10]2=[N:11][C:2]([C:29]2[CH:30]=[CH:31][C:26]([CH3:25])=[CH:27][CH:28]=2)=[CH:3]3)[CH2:14][CH2:15]1, predict the reactants needed to synthesize it. The reactants are: I[C:2]1[N:11]=[C:10]2[N:4]([CH2:5][CH2:6][C:7]3[CH:23]=[CH:22][CH:21]=[CH:20][C:8]=3[CH:9]2[O:12][CH:13]2[CH2:18][CH2:17][N:16]([CH3:19])[CH2:15][CH2:14]2)[CH:3]=1.O.[CH3:25][C:26]1[CH:31]=[CH:30][C:29](B(O)O)=[CH:28][CH:27]=1.C([O-])([O-])=O.[K+].[K+]. (2) Given the product [CH2:1]([O:5][C:6]([N:8]1[CH2:13][CH2:12][N:11]([C:14](=[O:40])[C@@H:15]([NH:21][C:22]([C:24]2[N:25]=[C:26]([C:34]3[CH:39]=[CH:38][CH:37]=[CH:36][CH:35]=3)[S:27][C:28]=2[CH2:29][CH2:30][C:31]([OH:33])=[O:32])=[O:23])[CH2:16][CH2:17][C:18]([OH:20])=[O:19])[CH2:10][CH2:9]1)=[O:7])[CH2:2][CH2:3][CH3:4], predict the reactants needed to synthesize it. The reactants are: [CH2:1]([O:5][C:6]([N:8]1[CH2:13][CH2:12][N:11]([C:14](=[O:40])[C@@H:15]([NH:21][C:22]([C:24]2[N:25]=[C:26]([C:34]3[CH:39]=[CH:38][CH:37]=[CH:36][CH:35]=3)[S:27][C:28]=2/[CH:29]=[CH:30]/[C:31]([OH:33])=[O:32])=[O:23])[CH2:16][CH2:17][C:18]([OH:20])=[O:19])[CH2:10][CH2:9]1)=[O:7])[CH2:2][CH2:3][CH3:4]. (3) Given the product [NH2:38][C:37]1[CH:36]=[CH:35][C:20]([O:21][CH2:22][CH2:23][O:24][S:25]([C:28]2[CH:33]=[CH:32][C:31]([CH3:34])=[CH:30][CH:29]=2)(=[O:26])=[O:27])=[CH:19][C:18]=1[CH2:17][S:14]([C:4]1[C:13]2[C:8](=[CH:9][CH:10]=[CH:11][CH:12]=2)[CH:7]=[CH:6][CH:5]=1)(=[O:15])=[O:16], predict the reactants needed to synthesize it. The reactants are: C(O)C.[C:4]1([S:14]([CH2:17][C:18]2[CH:19]=[C:20]([CH:35]=[CH:36][C:37]=2[N+:38]([O-])=O)[O:21][CH2:22][CH2:23][O:24][S:25]([C:28]2[CH:33]=[CH:32][C:31]([CH3:34])=[CH:30][CH:29]=2)(=[O:27])=[O:26])(=[O:16])=[O:15])[C:13]2[C:8](=[CH:9][CH:10]=[CH:11][CH:12]=2)[CH:7]=[CH:6][CH:5]=1. (4) The reactants are: C([O:3][C:4](=[O:17])[CH2:5][CH:6]1[C:14]2[C:9](=[CH:10][CH:11]=[C:12]([O:15][CH3:16])[CH:13]=2)[CH2:8][CH2:7]1)C.C(OC(=O)CC1C2C(=CC(S(Cl)(=O)=O)=C(OC)C=2)CC1)C.COC(C1CC2C(=CC=C(C)C=2)C1)=O.C(OC(=O)CC1C2C(=CC(S)=C(OC)C=2)CC1)C.COC(C1CC2C(=CC=C(S)C=2)C1)=O.COC(=O)CC1C2C(=CC([S:100][CH2:101][C:102]3[S:106][C:105]([C:107]4[CH:112]=[CH:111][C:110]([C:113]([F:116])([F:115])[F:114])=[CH:109][CH:108]=4)=[N:104][C:103]=3[CH3:117])=C(OC)C=2)CC1.CC1N=C(C2C=CC(C(F)(F)F)=CC=2)SC=1CSC1C=C2C(=CC=1)CC(C(O)=O)C2. Given the product [CH3:16][O:15][C:12]1[CH:13]=[C:14]2[C:9]([CH2:8][CH2:7][CH:6]2[CH2:5][C:4]([OH:3])=[O:17])=[CH:10][C:11]=1[S:100][CH2:101][C:102]1[S:106][C:105]([C:107]2[CH:108]=[CH:109][C:110]([C:113]([F:116])([F:115])[F:114])=[CH:111][CH:112]=2)=[N:104][C:103]=1[CH3:117], predict the reactants needed to synthesize it. (5) Given the product [CH:23]([C:7]1[CH:8]=[CH:9][C:4]([C:3]([O:2][CH3:1])=[O:11])=[CH:5][C:6]=1[OH:10])=[O:24], predict the reactants needed to synthesize it. The reactants are: [CH3:1][O:2][C:3](=[O:11])[C:4]1[CH:9]=[CH:8][CH:7]=[C:6]([OH:10])[CH:5]=1.C1N2CN3CN(C2)CN1C3.O.[C:23]([O-])([O-])=[O:24].[K+].[K+]. (6) Given the product [I:1][C:2]1[CH:7]=[CH:6][C:5]([CH2:8][CH2:9][OH:10])=[CH:4][CH:3]=1, predict the reactants needed to synthesize it. The reactants are: [I:1][C:2]1[CH:7]=[CH:6][C:5]([CH2:8][C:9](O)=[O:10])=[CH:4][CH:3]=1.B.O1CCCC1. (7) Given the product [CH2:13]([O:15][C:16]([CH:17]1[NH:8][C:7]2[CH:9]=[CH:10][C:4]([O:3][C:2]([F:11])([F:12])[F:1])=[CH:5][C:6]=2[CH:21]2[CH2:22][CH2:23][CH2:24][CH2:25][CH2:26][CH2:27][CH:20]12)=[O:19])[CH3:14], predict the reactants needed to synthesize it. The reactants are: [F:1][C:2]([F:12])([F:11])[O:3][C:4]1[CH:10]=[CH:9][C:7]([NH2:8])=[CH:6][CH:5]=1.[CH2:13]([O:15][C:16](=[O:19])[CH:17]=O)[CH3:14].[CH:20]1[CH2:27][CH2:26][CH2:25][CH2:24][CH2:23][CH2:22][CH:21]=1. (8) Given the product [Cl:1][C:2]1[N:7]=[C:6]2[CH:8]=[CH:9][NH:10][C:5]2=[CH:4][CH:3]=1, predict the reactants needed to synthesize it. The reactants are: [Cl:1][C:2]1[N:7]=[C:6]2[CH:8]=[CH:9][N:10](S(C3C=CC(C)=CC=3)(=O)=O)[C:5]2=[CH:4][CH:3]=1.[OH-].[Na+].CCOC(C)=O. (9) Given the product [CH3:54][N:55]([CH3:56])[C:58]1[N:63]=[CH:62][C:61]([C:64]2[CH:73]=[C:72]([C:74]([OH:76])=[O:75])[C:71]3[C:66](=[CH:67][CH:68]=[CH:69][CH:70]=3)[N:65]=2)=[CH:60][CH:59]=1, predict the reactants needed to synthesize it. The reactants are: ClC1C=C(C(O)=O)C2C(=CC=CC=2)N=1.Cl.Cl.CN(C)C1N=CC(B(O)O)=CC=1.CN1CCN(C2N=CC=CC=2B2OC(C)(C)C(C)(C)O2)CC1.CN1C[CH2:56][N:55]([C:58]2[N:63]=[CH:62][C:61]([C:64]3[CH:73]=[C:72]([C:74]([OH:76])=[O:75])[C:71]4[C:66](=[CH:67][CH:68]=[CH:69][CH:70]=4)[N:65]=3)=[CH:60][CH:59]=2)[CH2:54]C1. (10) Given the product [CH2:1]([N:17]1[C:13](=[O:23])[C:14]2[C:15](=[CH:19][CH:20]=[CH:21][CH:22]=2)[C:16]1=[O:18])[CH2:2][CH2:3][CH2:4][CH2:5][CH2:6][CH2:7][CH2:8][CH2:9][CH:10]=[CH2:11], predict the reactants needed to synthesize it. The reactants are: [CH2:1](O)[CH2:2][CH2:3][CH2:4][CH2:5][CH2:6][CH2:7][CH2:8][CH2:9][CH:10]=[CH2:11].[C:13]1(=[O:23])[NH:17][C:16](=[O:18])[C:15]2=[CH:19][CH:20]=[CH:21][CH:22]=[C:14]12.C1(P(C2C=CC=CC=2)C2C=CC=CC=2)C=CC=CC=1.CCOC(/N=N/C(OCC)=O)=O.